From a dataset of Forward reaction prediction with 1.9M reactions from USPTO patents (1976-2016). Predict the product of the given reaction. (1) Given the reactants [O:1]=[C:2]([C:18]1[CH:23]=[CH:22][C:21]([C:24]2[CH:29]=[CH:28][C:27]([NH:30][C:31](=[O:36])[CH2:32][CH2:33][CH2:34][CH3:35])=[CH:26][CH:25]=2)=[CH:20][CH:19]=1)[CH2:3][CH:4]([CH2:10][CH2:11][C:12]1[CH:17]=[CH:16][CH:15]=[CH:14][CH:13]=1)[C:5]([O:7]CC)=[O:6].[OH-].[Na+:38], predict the reaction product. The product is: [O:1]=[C:2]([C:18]1[CH:23]=[CH:22][C:21]([C:24]2[CH:29]=[CH:28][C:27]([NH:30][C:31](=[O:36])[CH2:32][CH2:33][CH2:34][CH3:35])=[CH:26][CH:25]=2)=[CH:20][CH:19]=1)[CH2:3][CH:4]([CH2:10][CH2:11][C:12]1[CH:17]=[CH:16][CH:15]=[CH:14][CH:13]=1)[C:5]([O-:7])=[O:6].[Na+:38]. (2) The product is: [C:37]([C:36]1[CH:35]=[C:34]([CH2:33][N:1]2[CH:5]=[C:4]([NH:6][C:7]([C:9]3[CH:10]=[C:11]4[C:16](=[CH:17][CH:18]=3)[CH2:15][N:14]([C:19]([O:21][C:22]([CH3:25])([CH3:24])[CH3:23])=[O:20])[CH2:13][CH2:12]4)=[O:8])[CH:3]=[N:2]2)[CH:41]=[CH:40][CH:39]=1)#[N:38]. Given the reactants [NH:1]1[CH:5]=[C:4]([NH:6][C:7]([C:9]2[CH:10]=[C:11]3[C:16](=[CH:17][CH:18]=2)[CH2:15][N:14]([C:19]([O:21][C:22]([CH3:25])([CH3:24])[CH3:23])=[O:20])[CH2:13][CH2:12]3)=[O:8])[CH:3]=[N:2]1.C(=O)([O-])[O-].[Cs+].[Cs+].Br[CH2:33][C:34]1[CH:35]=[C:36]([CH:39]=[CH:40][CH:41]=1)[C:37]#[N:38], predict the reaction product. (3) Given the reactants [CH3:1][C:2]1[N:3]=[C:4]2[CH:9]=[CH:8][C:7]([N:10]3[CH:15]=[CH:14][C:13]([OH:16])=[CH:12][C:11]3=[O:17])=[CH:6][N:5]2[C:18]=1[CH3:19].[Cl:20][C:21]1[S:25][CH:24]=[C:23]([CH2:26]O)[CH:22]=1.C(P(CCCC)CCCC)CCC.N(C(N1CCCCC1)=O)=NC(N1CCCCC1)=O, predict the reaction product. The product is: [Cl:20][C:21]1[S:25][CH:24]=[C:23]([CH2:26][O:16][C:13]2[CH:14]=[CH:15][N:10]([C:7]3[CH:8]=[CH:9][C:4]4[N:5]([C:18]([CH3:19])=[C:2]([CH3:1])[N:3]=4)[CH:6]=3)[C:11](=[O:17])[CH:12]=2)[CH:22]=1. (4) Given the reactants [Br:1][C:2]1[CH:3]=[CH:4][C:5]([NH2:8])=[N:6][CH:7]=1.Br[CH2:10][C:11]([C:13]1[CH:18]=[CH:17][CH:16]=[CH:15][CH:14]=1)=O, predict the reaction product. The product is: [Br:1][C:2]1[CH:3]=[CH:4][C:5]2[N:6]([CH:10]=[C:11]([C:13]3[CH:18]=[CH:17][CH:16]=[CH:15][CH:14]=3)[N:8]=2)[CH:7]=1.